From a dataset of Catalyst prediction with 721,799 reactions and 888 catalyst types from USPTO. Predict which catalyst facilitates the given reaction. (1) Reactant: [F:1][C:2]1[CH:3]=[C:4]([CH:8]=[C:9]([C:11]([F:14])(F)F)[CH:10]=1)[C:5](Cl)=[O:6].[CH3:15][NH:16][C:17]1[CH:18]=[N:19][CH:20]=[CH:21][C:22]=1[C:23]1[CH:28]=[CH:27][CH:26]=[CH:25][C:24]=1[CH3:29].CCN(C(C)C)C(C)C. Product: [F:1][C:2]1[CH:3]=[C:4]([CH:8]=[C:9]([CH2:11][F:14])[CH:10]=1)[C:5]([N:16]([CH3:15])[C:17]1[CH:18]=[N:19][CH:20]=[CH:21][C:22]=1[C:23]1[CH:28]=[CH:27][CH:26]=[CH:25][C:24]=1[CH3:29])=[O:6]. The catalyst class is: 1. (2) The catalyst class is: 85. Reactant: Cl.[CH3:2][O:3][C:4]([CH2:6][NH:7][C:8]1[N:13]=[CH:12][C:11](/[CH:14]=[CH:15]/[C:16]([OH:18])=O)=[CH:10][CH:9]=1)=[O:5].[CH3:19][C:20]1[NH:21][C:22]2[C:27]([C:28]=1[CH2:29][NH:30][CH3:31])=[CH:26][CH:25]=[CH:24][CH:23]=2.CCN(CC)CC.C1C=CC2N(O)N=NC=2C=1.O.C(Cl)CCl. Product: [CH3:2][O:3][C:4]([CH2:6][NH:7][C:8]1[N:13]=[CH:12][C:11](/[CH:14]=[CH:15]/[C:16]([N:30]([CH3:31])[CH2:29][C:28]2[C:27]3[C:22](=[CH:23][CH:24]=[CH:25][CH:26]=3)[NH:21][C:20]=2[CH3:19])=[O:18])=[CH:10][CH:9]=1)=[O:5]. (3) Reactant: [Br:1][C:2]1[N:3]=[C:4]([C:15]2[CH:20]=[CH:19][C:18]([F:21])=[CH:17][CH:16]=2)[N:5](COCC[Si](C)(C)C)[CH:6]=1.Cl.O. Product: [Br:1][C:2]1[N:3]=[C:4]([C:15]2[CH:16]=[CH:17][C:18]([F:21])=[CH:19][CH:20]=2)[NH:5][CH:6]=1. The catalyst class is: 14. (4) Product: [C:33]1([S:39]([N:26]2[CH2:25][CH2:24][CH:23]([O:22][C:15]3[C:14]([F:29])=[C:13]([CH:10]([O:11][CH3:12])[C:9]([NH:8][CH2:7][C:6]4[CH:31]=[CH:32][C:3]([C:1]#[N:2])=[CH:4][CH:5]=4)=[O:30])[CH:18]=[C:17]([O:19][CH2:20][CH3:21])[CH:16]=3)[CH2:28][CH2:27]2)(=[O:41])=[O:40])[CH:38]=[CH:37][CH:36]=[CH:35][CH:34]=1. The catalyst class is: 1. Reactant: [C:1]([C:3]1[CH:32]=[CH:31][C:6]([CH2:7][NH:8][C:9](=[O:30])[CH:10]([C:13]2[CH:18]=[C:17]([O:19][CH2:20][CH3:21])[CH:16]=[C:15]([O:22][CH:23]3[CH2:28][CH2:27][NH:26][CH2:25][CH2:24]3)[C:14]=2[F:29])[O:11][CH3:12])=[CH:5][CH:4]=1)#[N:2].[C:33]1([S:39](Cl)(=[O:41])=[O:40])[CH:38]=[CH:37][CH:36]=[CH:35][CH:34]=1.C(N(CC)CC)C.CCOC(C)=O.